This data is from Forward reaction prediction with 1.9M reactions from USPTO patents (1976-2016). The task is: Predict the product of the given reaction. Given the reactants [Cl:1][C:2]1[CH:29]=[CH:28][C:5]([CH2:6][N:7]2[C:15]3[C:10](=[CH:11][C:12](/[CH:16]=[C:17]4/[C:18](=[O:27])[N:19]([CH2:23][C:24]([OH:26])=O)[C:20](=[O:22])[S:21]/4)=[CH:13][CH:14]=3)[CH:9]=[N:8]2)=[C:4]([C:30]([F:33])([F:32])[F:31])[CH:3]=1.[C:34]([O:38][C:39]([N:41]1[CH2:45][CH2:44][NH:43][S:42]1(=[O:47])=[O:46])=[O:40])([CH3:37])([CH3:36])[CH3:35], predict the reaction product. The product is: [Cl:1][C:2]1[CH:29]=[CH:28][C:5]([CH2:6][N:7]2[C:15]3[C:10](=[CH:11][C:12](/[CH:16]=[C:17]4/[C:18](=[O:27])[N:19]([CH2:23][C:24]([N:43]5[S:42](=[O:47])(=[O:46])[N:41]([C:39]([O:38][C:34]([CH3:37])([CH3:36])[CH3:35])=[O:40])[CH2:45][CH2:44]5)=[O:26])[C:20](=[O:22])[S:21]/4)=[CH:13][CH:14]=3)[CH:9]=[N:8]2)=[C:4]([C:30]([F:31])([F:33])[F:32])[CH:3]=1.